From a dataset of Full USPTO retrosynthesis dataset with 1.9M reactions from patents (1976-2016). Predict the reactants needed to synthesize the given product. (1) Given the product [Cl:20][C:17]1[NH:16][N:15]=[C:19]([C:29]([NH:28][C:25]2[CH:26]=[CH:27][C:22]([F:21])=[CH:23][CH:24]=2)=[O:30])[CH:18]=1, predict the reactants needed to synthesize it. The reactants are: [Li]CCCC.C1(S([N:15]2[CH:19]=[CH:18][C:17]([Cl:20])=[N:16]2)(=O)=O)C=CC=CC=1.[F:21][C:22]1[CH:27]=[CH:26][C:25]([N:28]=[C:29]=[O:30])=[CH:24][CH:23]=1.[NH4+].[Cl-].[OH-].[Na+]. (2) Given the product [CH3:34][C:31]1([CH3:36])[CH2:30][CH2:29][CH:28]([C:15]2[CH:16]=[C:17]([N:20]3[CH2:25][CH2:24][CH2:23][C@H:22]([O:26][CH3:27])[CH2:21]3)[CH:18]=[CH:19][C:14]=2[N:11]2[CH2:10][CH2:9][NH:8][CH2:13][CH2:12]2)[CH2:33][CH2:32]1, predict the reactants needed to synthesize it. The reactants are: C(OC([N:8]1[CH2:13][CH2:12][N:11]([C:14]2[CH:19]=[CH:18][C:17]([N:20]3[CH2:25][CH2:24][CH2:23][C@H:22]([O:26][CH3:27])[CH2:21]3)=[CH:16][C:15]=2[CH:28]2[CH2:33][CH2:32][C:31]([CH2:36]C)([CH2:34]C)[CH2:30][CH2:29]2)[CH2:10][CH2:9]1)=O)(C)(C)C.FC(F)(F)C(O)=O.C(=O)([O-])[O-].[K+].[K+].